Dataset: Forward reaction prediction with 1.9M reactions from USPTO patents (1976-2016). Task: Predict the product of the given reaction. (1) Given the reactants [NH2:1][C:2]1[CH:3]=[C:4]2[C:9](=[CH:10][CH:11]=1)[N:8]=[C:7]([C:12]1[CH:20]=[CH:19][C:15]3[O:16][CH2:17]O[C:14]=3[CH:13]=1)[N:6]=[CH:5]2.[CH:21](Cl)(Cl)Cl.CO, predict the reaction product. The product is: [NH2:1][C:2]1[CH:3]=[C:4]2[C:9](=[CH:10][CH:11]=1)[N:8]=[C:7]([C:12]1[CH:20]=[CH:19][C:15]3[O:16][CH2:17][CH2:21][C:14]=3[CH:13]=1)[N:6]=[CH:5]2. (2) The product is: [CH3:24][CH:25]([CH3:29])[C@:26]([C:17]1[CH:18]=[N:19][CH:20]=[CH:21][N:16]=1)([OH:28])[CH3:27]. Given the reactants CC1(C)CCCC(C)(C)N1.[Li]CCCC.[N:16]1[CH:21]=[CH:20][N:19]=[CH:18][CH:17]=1.[NH2-].[Li+].[CH3:24][CH:25]([CH3:29])[C:26](=[O:28])[CH3:27], predict the reaction product. (3) Given the reactants [Br:1][C:2]1[N:7]=[CH:6][C:5]([CH:8](O)[CH3:9])=[CH:4][CH:3]=1.[CH2:11]([N:13](CC)[CH2:14]C)C.S(Cl)(C)(=O)=O.CNC, predict the reaction product. The product is: [Br:1][C:2]1[N:7]=[CH:6][C:5]([CH:8]([N:13]([CH3:14])[CH3:11])[CH3:9])=[CH:4][CH:3]=1. (4) Given the reactants Cl[C:2]1[C:11]2[C:6](=[CH:7][C:8]([O:14][CH2:15][CH2:16][CH2:17][N:18]3[CH2:23][CH2:22][CH2:21][CH2:20][CH2:19]3)=[C:9]([O:12][CH3:13])[CH:10]=2)[N:5]=[CH:4][N:3]=1.[F:24][C:25]1[C:33]([OH:34])=[CH:32][CH:31]=[C:30]2[C:26]=1[CH:27]=[C:28]([CH3:35])[NH:29]2, predict the reaction product. The product is: [F:24][C:25]1[C:33]([O:34][C:2]2[C:11]3[C:6](=[CH:7][C:8]([O:14][CH2:15][CH2:16][CH2:17][N:18]4[CH2:23][CH2:22][CH2:21][CH2:20][CH2:19]4)=[C:9]([O:12][CH3:13])[CH:10]=3)[N:5]=[CH:4][N:3]=2)=[CH:32][CH:31]=[C:30]2[C:26]=1[CH:27]=[C:28]([CH3:35])[NH:29]2. (5) Given the reactants [F:1][C:2]([F:26])([F:25])[C:3]1[CH:24]=[CH:23][CH:22]=[CH:21][C:4]=1[C:5]([N:7]1[CH2:12][CH2:11][N:10]([C:13]2[S:14][C:15]([C:18](=[NH:20])[NH2:19])=[CH:16][N:17]=2)[CH2:9][CH2:8]1)=[O:6].[C:27](OCC)(=[O:30])[CH2:28][OH:29], predict the reaction product. The product is: [F:26][C:2]([F:1])([F:25])[C:3]1[CH:24]=[CH:23][CH:22]=[CH:21][C:4]=1[C:5]([N:7]1[CH2:8][CH2:9][N:10]([C:13]2[S:14][C:15]([C:18]3[N:19]=[C:28]([CH2:27][OH:30])[O:29][N:20]=3)=[CH:16][N:17]=2)[CH2:11][CH2:12]1)=[O:6]. (6) Given the reactants [F:1][C:2]1[CH:3]=[C:4]([CH:16]=[C:17]([CH:19]=[C:20]2[CH2:25][CH2:24][NH:23][CH2:22][CH2:21]2)[CH:18]=1)[O:5][C:6]1[CH:11]=[CH:10][C:9]([C:12]([F:15])([F:14])[F:13])=[CH:8][N:7]=1.[N:26]1[CH:31]=[CH:30][CH:29]=[C:28]([NH:32][C:33](=O)[O:34]C2C=CC=CC=2)[CH:27]=1.C(N(CC)CC)C, predict the reaction product. The product is: [F:1][C:2]1[CH:18]=[C:17]([CH:16]=[C:4]([O:5][C:6]2[CH:11]=[CH:10][C:9]([C:12]([F:15])([F:14])[F:13])=[CH:8][N:7]=2)[CH:3]=1)[CH:19]=[C:20]1[CH2:25][CH2:24][N:23]([C:33]([NH:32][C:28]2[CH:27]=[N:26][CH:31]=[CH:30][CH:29]=2)=[O:34])[CH2:22][CH2:21]1. (7) The product is: [CH3:1][O:2][C:3]1[CH:12]=[C:11]2[C:6]([CH:7]=[CH:8][C:9]([O:13][CH:14]3[C:19]4=[N:20][S:21](=[O:25])(=[O:24])[CH2:22][CH2:23][N:18]4[CH2:17][CH2:16][CH2:15]3)=[CH:10]2)=[CH:5][CH:4]=1. Given the reactants [CH3:1][O:2][C:3]1[CH:12]=[C:11]2[C:6]([CH:7]=[CH:8][C:9]([O:13][C:14]3[C:19]4=[N:20][S:21](=[O:25])(=[O:24])[CH2:22][CH2:23][N:18]4[CH:17]=[CH:16][CH:15]=3)=[CH:10]2)=[CH:5][CH:4]=1, predict the reaction product.